This data is from Full USPTO retrosynthesis dataset with 1.9M reactions from patents (1976-2016). The task is: Predict the reactants needed to synthesize the given product. (1) Given the product [Cl:1][C:2]1[C:10]([N+:11]([O-:13])=[O:12])=[CH:9][CH:8]=[CH:7][C:3]=1[C:4]([O:6][CH3:14])=[O:5], predict the reactants needed to synthesize it. The reactants are: [Cl:1][C:2]1[C:10]([N+:11]([O-:13])=[O:12])=[CH:9][CH:8]=[CH:7][C:3]=1[C:4]([OH:6])=[O:5].[CH3:14]N(C)C=O.C(Cl)(=O)C(Cl)=O.CO. (2) Given the product [CH3:19][C:20]1([CH3:36])[C:24]([CH3:26])([CH3:25])[O:23][B:22]([C:2]2[CH:3]=[C:4]3[C:9](=[CH:10][CH:11]=2)[CH2:8][N:7]([C:12]([O:14][C:15]([CH3:18])([CH3:17])[CH3:16])=[O:13])[CH2:6][CH2:5]3)[O:21]1, predict the reactants needed to synthesize it. The reactants are: Br[C:2]1[CH:3]=[C:4]2[C:9](=[CH:10][CH:11]=1)[CH2:8][N:7]([C:12]([O:14][C:15]([CH3:18])([CH3:17])[CH3:16])=[O:13])[CH2:6][CH2:5]2.[CH3:19][C:20]1([CH3:36])[C:24]([CH3:26])([CH3:25])[O:23][B:22]([B:22]2[O:23][C:24]([CH3:26])([CH3:25])[C:20]([CH3:36])([CH3:19])[O:21]2)[O:21]1. (3) Given the product [C:1]([C:3]1[C:8](=[O:9])[N:7]([C:10]2[CH:11]=[CH:12][C:13]([S:16][CH3:17])=[CH:14][CH:15]=2)[C:6]([C:18]2[CH:23]=[CH:22][C:21]([F:24])=[CH:20][CH:19]=2)=[N:5][C:4]=1[NH:28][CH3:27])#[N:2], predict the reactants needed to synthesize it. The reactants are: [C:1]([C:3]1[C:8](=[O:9])[N:7]([C:10]2[CH:15]=[CH:14][C:13]([S:16][CH3:17])=[CH:12][CH:11]=2)[C:6]([C:18]2[CH:23]=[CH:22][C:21]([F:24])=[CH:20][CH:19]=2)=[N:5][C:4]=1SC)#[N:2].[CH3:27][NH2:28].